Dataset: Reaction yield outcomes from USPTO patents with 853,638 reactions. Task: Predict the reaction yield, written as a fraction of the theoretical maximum amount of product (1.0 means a 100% yield; for example, 0.34 means a 34% yield). The reactants are Cl[C:2]1[C:10]2[C:6](=[C:7]([C:14]3[CH:19]=[CH:18][C:17]([O:20][CH3:21])=[CH:16][CH:15]=3)[N:8]([CH2:11][CH2:12][CH3:13])[N:9]=2)[CH:5]=[CH:4][CH:3]=1.Cl.[C:23]1([Mg]Br)[CH:28]=[CH:27][CH:26]=[CH:25][CH:24]=1. The yield is 0.780. The product is [CH3:21][O:20][C:17]1[CH:18]=[CH:19][C:14]([C:7]2[N:8]([CH2:11][CH2:12][CH3:13])[N:9]=[C:10]3[C:6]=2[CH:5]=[CH:4][CH:3]=[C:2]3[C:23]2[CH:28]=[CH:27][CH:26]=[CH:25][CH:24]=2)=[CH:15][CH:16]=1. The catalyst is O1CCOCC1.C1C=CC(/C=C/C(/C=C/C2C=CC=CC=2)=O)=CC=1.C1C=CC(/C=C/C(/C=C/C2C=CC=CC=2)=O)=CC=1.C1C=CC(/C=C/C(/C=C/C2C=CC=CC=2)=O)=CC=1.[Pd].[Pd].